Dataset: Forward reaction prediction with 1.9M reactions from USPTO patents (1976-2016). Task: Predict the product of the given reaction. (1) Given the reactants C([Si](C)(C)[O:6][C:7]1[CH:8]=[C:9]([CH:49]=[CH:50][CH:51]=1)[CH2:10][C@H:11]1[C:36](=[O:37])[N:35]2[NH:38][C@@H:31]([CH2:32][CH2:33][CH2:34]2)[C:30](=[O:39])[O:29][CH2:28][C:27]2=[CH:40][C:23](=[CH:24][CH:25]=[N:26]2)[CH:22]=[CH:21][CH2:20][CH2:19][C@@H:18]([O:41][CH3:42])[C@@H:17]([CH3:43])[C:16](=[O:44])[NH:15][C@@H:14]([CH:45]([CH3:47])[CH3:46])[C:13](=[O:48])[NH:12]1)(C)(C)C.CCCC[N+](CCCC)(CCCC)CCCC.[F-], predict the reaction product. The product is: [OH:6][C:7]1[CH:8]=[C:9]([CH:49]=[CH:50][CH:51]=1)[CH2:10][C@H:11]1[C:36](=[O:37])[N:35]2[NH:38][C@@H:31]([CH2:32][CH2:33][CH2:34]2)[C:30](=[O:39])[O:29][CH2:28][C:27]2[CH:40]=[C:23]([CH:24]=[CH:25][N:26]=2)[CH:22]=[CH:21][CH2:20][CH2:19][C@@H:18]([O:41][CH3:42])[C@@H:17]([CH3:43])[C:16](=[O:44])[NH:15][C@@H:14]([CH:45]([CH3:47])[CH3:46])[C:13](=[O:48])[NH:12]1. (2) Given the reactants I[C:2]1[C:10]2[C:5](=[CH:6][C:7]([C:11]([O:13][CH3:14])=[O:12])=[CH:8][CH:9]=2)[N:4]([C:15]([O:17][C:18]([CH3:21])([CH3:20])[CH3:19])=[O:16])[CH:3]=1.[C:22]1(B(O)O)[CH:27]=[CH:26][CH:25]=[CH:24][CH:23]=1.COC1C=CC=C(OC)C=1C1C=CC=CC=1P(C1CCCCC1)C1CCCCC1.[O-]P([O-])([O-])=O.[K+].[K+].[K+], predict the reaction product. The product is: [C:22]1([C:2]2[C:10]3[C:5](=[CH:6][C:7]([C:11]([O:13][CH3:14])=[O:12])=[CH:8][CH:9]=3)[N:4]([C:15]([O:17][C:18]([CH3:21])([CH3:20])[CH3:19])=[O:16])[CH:3]=2)[CH:27]=[CH:26][CH:25]=[CH:24][CH:23]=1. (3) Given the reactants [F:1][C:2]([F:12])([F:11])[O:3][C:4]1[CH:9]=[CH:8][CH:7]=[CH:6][C:5]=1[OH:10].C(N(CC)C(C)C)(C)C.[CH3:22][O:23][CH2:24]Cl, predict the reaction product. The product is: [CH3:22][O:23][CH2:24][O:10][C:5]1[CH:6]=[CH:7][CH:8]=[CH:9][C:4]=1[O:3][C:2]([F:11])([F:12])[F:1]. (4) Given the reactants [F:1][C:2]([F:29])([F:28])[C:3]1[CH:4]=[C:5]([CH:21]=[C:22]([C:24]([F:27])([F:26])[F:25])[CH:23]=1)[CH2:6][N:7]1[CH2:14][CH2:13][CH2:12][O:11][C:10]2[N:15]=[CH:16][CH:17]=[C:18](I)[C:9]=2[C:8]1=[O:20].[CH3:30][O:31][C:32]1[CH:37]=[CH:36][CH:35]=[CH:34][C:33]=1B(O)O, predict the reaction product. The product is: [F:1][C:2]([F:29])([F:28])[C:3]1[CH:4]=[C:5]([CH:21]=[C:22]([C:24]([F:27])([F:26])[F:25])[CH:23]=1)[CH2:6][N:7]1[CH2:14][CH2:13][CH2:12][O:11][C:10]2[N:15]=[CH:16][CH:17]=[C:18]([C:33]3[CH:34]=[CH:35][CH:36]=[CH:37][C:32]=3[O:31][CH3:30])[C:9]=2[C:8]1=[O:20]. (5) Given the reactants [CH:1]([O:4][C:5]1[CH:25]=[CH:24][C:8]([O:9][C:10]2[CH:15]=[CH:14][C:13]([C:16]3[CH:20]=[C:19]([CH:21]([NH2:23])[CH3:22])[O:18][N:17]=3)=[CH:12][CH:11]=2)=[CH:7][CH:6]=1)([CH3:3])[CH3:2].Cl[C:27]([O:29][CH3:30])=[O:28], predict the reaction product. The product is: [CH:1]([O:4][C:5]1[CH:25]=[CH:24][C:8]([O:9][C:10]2[CH:15]=[CH:14][C:13]([C:16]3[CH:20]=[C:19]([CH:21]([NH:23][C:27](=[O:28])[O:29][CH3:30])[CH3:22])[O:18][N:17]=3)=[CH:12][CH:11]=2)=[CH:7][CH:6]=1)([CH3:2])[CH3:3].